From a dataset of Forward reaction prediction with 1.9M reactions from USPTO patents (1976-2016). Predict the product of the given reaction. (1) Given the reactants [C:1]([O:5][C:6]([N:8]1[C:16]2[C:11](=[CH:12][CH:13]=[CH:14][N:15]=2)[C:10]([CH2:17]O)=[CH:9]1)=[O:7])([CH3:4])([CH3:3])[CH3:2].C1(P(C2C=CC=CC=2)C2C=CC=CC=2)C=CC=CC=1.C(Cl)(Cl)(Cl)[Cl:39], predict the reaction product. The product is: [C:1]([O:5][C:6]([N:8]1[C:16]2[C:11](=[CH:12][CH:13]=[CH:14][N:15]=2)[C:10]([CH2:17][Cl:39])=[CH:9]1)=[O:7])([CH3:4])([CH3:3])[CH3:2]. (2) Given the reactants [Cl:1][C:2]1[CH:7]=[CH:6][CH:5]=[C:4]([Cl:8])[C:3]=1[CH2:9][CH2:10][OH:11].C(OI1(OC(=O)C)(OC(=O)C)C2C(=CC=CC=2)C(=O)O1)(=O)C.C([O-])(O)=O.[Na+].[O-]S([O-])(=S)=O.[Na+].[Na+], predict the reaction product. The product is: [Cl:1][C:2]1[CH:7]=[CH:6][CH:5]=[C:4]([Cl:8])[C:3]=1[CH2:9][CH:10]=[O:11]. (3) Given the reactants [CH3:1][N:2]1[CH:6]=[CH:5][CH:4]=[C:3]1[C:7]#[N:8].C(OB(OC(C)C)OC(C)C)(C)C.C([N-]C(C)C)(C)C.[Li+].Br[C:31]1[CH:45]=[CH:44][C:34]2[NH:35][C:36](=[O:43])[O:37][C:38]([CH2:41][CH3:42])([CH2:39][CH3:40])[C:33]=2[CH:32]=1.C(=O)([O-])[O-].[K+].[K+].[Cl-].[NH4+], predict the reaction product. The product is: [CH2:41]([C:38]1([CH2:39][CH3:40])[C:33]2[CH:32]=[C:31]([C:6]3[N:2]([CH3:1])[C:3]([C:7]#[N:8])=[CH:4][CH:5]=3)[CH:45]=[CH:44][C:34]=2[NH:35][C:36](=[O:43])[O:37]1)[CH3:42]. (4) Given the reactants [NH:1]1[CH2:4][CH:3]([C:5]2[NH:9][C:8]3[CH:10]=[CH:11][C:12]([Cl:14])=[CH:13][C:7]=3[N:6]=2)[CH2:2]1.[Cl:15][C:16]1[C:21](Cl)=[N:20][CH:19]=[CH:18][N:17]=1, predict the reaction product. The product is: [Cl:14][C:12]1[CH:11]=[CH:10][C:8]2[NH:9][C:5]([CH:3]3[CH2:4][N:1]([C:21]4[C:16]([Cl:15])=[N:17][CH:18]=[CH:19][N:20]=4)[CH2:2]3)=[N:6][C:7]=2[CH:13]=1.